Dataset: Peptide-MHC class I binding affinity with 185,985 pairs from IEDB/IMGT. Task: Regression. Given a peptide amino acid sequence and an MHC pseudo amino acid sequence, predict their binding affinity value. This is MHC class I binding data. (1) The peptide sequence is SSFIVPEFAK. The MHC is HLA-A68:01 with pseudo-sequence HLA-A68:01. The binding affinity (normalized) is 0.926. (2) The peptide sequence is EKLKKKSAF. The MHC is HLA-B18:01 with pseudo-sequence HLA-B18:01. The binding affinity (normalized) is 0.0847. (3) The MHC is HLA-B44:02 with pseudo-sequence HLA-B44:02. The peptide sequence is EETLLTTWL. The binding affinity (normalized) is 0.0847. (4) The peptide sequence is AALEGLSGF. The MHC is HLA-A80:01 with pseudo-sequence HLA-A80:01. The binding affinity (normalized) is 0.0847. (5) The peptide sequence is YPGIKVRQL. The MHC is HLA-A11:01 with pseudo-sequence HLA-A11:01. The binding affinity (normalized) is 0. (6) The peptide sequence is YPKFHRSAM. The MHC is HLA-A01:01 with pseudo-sequence HLA-A01:01. The binding affinity (normalized) is 0.0847.